Dataset: Catalyst prediction with 721,799 reactions and 888 catalyst types from USPTO. Task: Predict which catalyst facilitates the given reaction. Reactant: [Cl:1][C:2]1[N:7]=[CH:6][C:5]([O:8][C:9]([CH3:13])([CH3:12])[CH:10]=O)=[CH:4][CH:3]=1.C(=O)=O.C(#N)C.C(O)(=O)C.C(O[BH-](OC(=O)C)OC(=O)C)(=O)C.[Na+].[NH:38]1[CH2:41][CH2:40][CH2:39]1. Product: [N:38]1([CH2:10][C:9]([CH3:13])([CH3:12])[O:8][C:5]2[CH:4]=[CH:3][C:2]([Cl:1])=[N:7][CH:6]=2)[CH2:41][CH2:40][CH2:39]1. The catalyst class is: 4.